This data is from Full USPTO retrosynthesis dataset with 1.9M reactions from patents (1976-2016). The task is: Predict the reactants needed to synthesize the given product. (1) Given the product [Br:28][C:25]1[CH:24]=[CH:23][N:22]=[C:21]([C:20]2[CH2:10][CH2:11][C:12]3([CH2:16][CH2:15][N:14]([CH3:17])[C:13]3=[O:18])[N:19]=2)[C:26]=1[CH3:27], predict the reactants needed to synthesize it. The reactants are: C1(S([CH:10]2[CH:20]([C:21]3[C:26]([CH3:27])=[C:25]([Br:28])[CH:24]=[CH:23][N:22]=3)[NH:19][C:12]3([CH2:16][CH2:15][N:14]([CH3:17])[C:13]3=[O:18])[CH2:11]2)(=O)=O)C=CC=CC=1.CC(C)([O-])C.[K+].C(O)(=O)C. (2) Given the product [Cl:1][C:2]1[CH:9]=[C:8]([Cl:10])[CH:7]=[CH:6][C:3]=1[CH2:4][NH:5][C:13](=[O:14])[CH2:12][Cl:11], predict the reactants needed to synthesize it. The reactants are: [Cl:1][C:2]1[CH:9]=[C:8]([Cl:10])[CH:7]=[CH:6][C:3]=1[CH2:4][NH2:5].[Cl:11][CH2:12][C:13](Cl)=[O:14].C(N(CC)CC)C.C1C=C2C(C(O)(O)C(=O)C2=CC=1)=O.